This data is from Catalyst prediction with 721,799 reactions and 888 catalyst types from USPTO. The task is: Predict which catalyst facilitates the given reaction. (1) Reactant: [CH3:1][N:2]([CH3:19])[CH2:3][CH2:4][N:5]([CH3:18])[C:6]1[O:7][C:8]2[CH:14]=[CH:13][C:12]([N+:15]([O-])=O)=[CH:11][C:9]=2[N:10]=1. Product: [CH3:1][N:2]([CH3:19])[CH2:3][CH2:4][N:5]([CH3:18])[C:6]1[O:7][C:8]2[CH:14]=[CH:13][C:12]([NH2:15])=[CH:11][C:9]=2[N:10]=1. The catalyst class is: 770. (2) Reactant: ClC1SC(C2CCN(C(=O)CN3C4=NC=CC=C4N=C3)CC2)=NC=1C1C=C(C(C)(C)C)[N:28]=[C:27]([C:35]([CH3:38])([CH3:37])[CH3:36])[N:26]=1.[Cl:39][C:40]1[S:44][C:43]([CH:45]2[CH2:50][CH2:49][N:48]([C:51](=[O:63])[CH2:52][N:53]3[C:57]([CH3:58])=[CH:56][C:55]([CH2:59][C:60]([OH:62])=[O:61])=[N:54]3)[CH2:47][CH2:46]2)=[N:42][C:41]=1[C:64]1[CH:69]=[C:68]([C:70]([CH3:73])([CH3:72])[CH3:71])C(OC)=C(C(C)(C)C)C=1.C(N(C(C)C)CC)(C)C.CCN=C=NCCCN(C)C. Product: [Cl:39][C:40]1[S:44][C:43]([CH:45]2[CH2:46][CH2:47][N:48]([C:51](=[O:63])[CH2:52][N:53]3[C:57]([CH3:58])=[CH:56][C:55]([CH2:59][C:60]([OH:62])=[O:61])=[N:54]3)[CH2:49][CH2:50]2)=[N:42][C:41]=1[C:64]1[CH:69]=[C:68]([C:70]([CH3:71])([CH3:73])[CH3:72])[N:28]=[C:27]([C:35]([CH3:38])([CH3:37])[CH3:36])[N:26]=1. The catalyst class is: 18. (3) Reactant: [H-].[H-].[H-].[H-].[Li+].[Al+3].[CH3:7][C:8]1[CH:9]=[C:10]([CH:14]=[CH:15][C:16]=1[C:17]1[CH:18]=[C:19]([CH3:23])[CH:20]=[CH:21][CH:22]=1)[C:11](O)=[O:12].O.[OH-].[K+]. Product: [CH3:7][C:8]1[CH:9]=[C:10]([CH2:11][OH:12])[CH:14]=[CH:15][C:16]=1[C:17]1[CH:18]=[C:19]([CH3:23])[CH:20]=[CH:21][CH:22]=1. The catalyst class is: 28.